Dataset: Reaction yield outcomes from USPTO patents with 853,638 reactions. Task: Predict the reaction yield, written as a fraction of the theoretical maximum amount of product (1.0 means a 100% yield; for example, 0.34 means a 34% yield). (1) The reactants are [CH3:1][C:2]1[CH:7]=[CH:6][N:5]=[CH:4][C:3]=1[N:8]1[CH2:12][CH2:11][NH:10][C:9]1=[O:13].Br[C:15]1[CH:20]=[CH:19][C:18]([F:21])=[CH:17][C:16]=1[F:22].N[C@@H]1CCCC[C@H]1N.P([O-])([O-])([O-])=O.[K+].[K+].[K+]. The catalyst is [Cu](I)I.O1CCOCC1. The product is [F:21][C:18]1[CH:17]=[C:16]([F:22])[CH:15]=[CH:20][C:19]=1[N:10]1[CH2:11][CH2:12][N:8]([C:3]2[CH:4]=[N:5][CH:6]=[CH:7][C:2]=2[CH3:1])[C:9]1=[O:13]. The yield is 0.610. (2) The reactants are [CH2:1]([O:3][C:4](=[O:41])[CH2:5][CH2:6][CH2:7][O:8][C:9]1[CH:14]=[CH:13][C:12]([NH:15][C:16]2[C:21]([NH2:22])=[CH:20][N:19]=[C:18]([NH:23][C:24]3[CH:29]=[CH:28][C:27]([CH2:30][CH2:31][CH2:32][NH:33][C:34]([O:36][C:37]([CH3:40])([CH3:39])[CH3:38])=[O:35])=[CH:26][CH:25]=3)[N:17]=2)=[CH:11][CH:10]=1)[CH3:2].[CH:42](OC)(OC)OC. No catalyst specified. The product is [CH2:1]([O:3][C:4](=[O:41])[CH2:5][CH2:6][CH2:7][O:8][C:9]1[CH:10]=[CH:11][C:12]([N:15]2[CH:42]=[N:22][C:21]3[C:16]2=[N:17][C:18]([NH:23][C:24]2[CH:25]=[CH:26][C:27]([CH2:30][CH2:31][CH2:32][NH:33][C:34]([O:36][C:37]([CH3:40])([CH3:39])[CH3:38])=[O:35])=[CH:28][CH:29]=2)=[N:19][CH:20]=3)=[CH:13][CH:14]=1)[CH3:2]. The yield is 0.590. (3) The reactants are [CH2:1]([N:3]([CH2:7][CH3:8])[CH2:4][CH2:5][NH2:6])[CH3:2].S=[C:10]1[CH2:14][S:13][C:12](=[O:15])[NH:11]1.[CH3:16][O:17][C:18]1[CH:19]=[C:20]([CH:23]=[CH:24][C:25]=1[O:26][C:27]1[CH:32]=[CH:31][C:30]([C:33]([F:36])([F:35])[F:34])=[CH:29][C:28]=1[N+:37]([O-:39])=[O:38])[CH:21]=O.[Cl-].[NH4+]. The catalyst is C(O)C.CC(C)([O-])C.[K+]. The product is [CH2:1]([N:3]([CH2:7][CH3:8])[CH2:4][CH2:5][NH:6][C:10]1=[N:11][C:12](=[O:15])[S:13]/[C:14]/1=[CH:21]\[C:20]1[CH:23]=[CH:24][C:25]([O:26][C:27]2[CH:32]=[CH:31][C:30]([C:33]([F:36])([F:35])[F:34])=[CH:29][C:28]=2[N+:37]([O-:39])=[O:38])=[C:18]([O:17][CH3:16])[CH:19]=1)[CH3:2]. The yield is 0.260. (4) The reactants are FC(F)(F)S(O[C:7]1[C:8]([O:32][CH3:33])=[CH:9][C:10]2[S:16](=[O:18])(=[O:17])[CH2:15][C@:14]([CH2:21][CH2:22][CH2:23][CH3:24])([CH2:19][CH3:20])[NH:13][C@H:12]([C:25]3[CH:30]=[CH:29][CH:28]=[CH:27][CH:26]=3)[C:11]=2[CH:31]=1)(=O)=O.C1(C2C=CC=CC=2)C=CC=CC=1P(C(C)(C)C)C(C)(C)C.[O-]P([O-])([O-])=O.[K+].[K+].[K+].[CH3:65][NH:66][CH3:67].C1COCC1.C1(O)C=CC=CC=1. The catalyst is COCCOC.C1C=CC(/C=C/C(/C=C/C2C=CC=CC=2)=O)=CC=1.C1C=CC(/C=C/C(/C=C/C2C=CC=CC=2)=O)=CC=1.C1C=CC(/C=C/C(/C=C/C2C=CC=CC=2)=O)=CC=1.[Pd].[Pd]. The product is [CH2:21]([C@@:14]1([CH2:19][CH3:20])[NH:13][C@H:12]([C:25]2[CH:26]=[CH:27][CH:28]=[CH:29][CH:30]=2)[C:11]2[CH:31]=[C:7]([N:66]([CH3:67])[CH3:65])[C:8]([O:32][CH3:33])=[CH:9][C:10]=2[S:16](=[O:18])(=[O:17])[CH2:15]1)[CH2:22][CH2:23][CH3:24]. The yield is 0.697. (5) The reactants are [OH-].[Na+].[Cl:3][C:4]1[CH:9]=[CH:8][C:7]([C@H:10]2[N:17]3[C:13]([S:14][C:15]([C:21]([N:23]4[CH2:27][CH2:26][C@H:25]([C:28]([O:30]C)=[O:29])[CH2:24]4)=[O:22])=[C:16]3[CH:18]([CH3:20])[CH3:19])=[N:12][C@:11]2([C:33]2[CH:38]=[CH:37][C:36]([Cl:39])=[CH:35][CH:34]=2)[CH3:32])=[CH:6][CH:5]=1. The catalyst is O1CCOCC1. The product is [Cl:3][C:4]1[CH:5]=[CH:6][C:7]([C@H:10]2[N:17]3[C:13]([S:14][C:15]([C:21]([N:23]4[CH2:27][CH2:26][C@H:25]([C:28]([OH:30])=[O:29])[CH2:24]4)=[O:22])=[C:16]3[CH:18]([CH3:19])[CH3:20])=[N:12][C@:11]2([C:33]2[CH:34]=[CH:35][C:36]([Cl:39])=[CH:37][CH:38]=2)[CH3:32])=[CH:8][CH:9]=1. The yield is 0.500. (6) The reactants are [Cl:1][C:2]1[C:11]([O:12][C:13]([F:16])([F:15])[F:14])=[CH:10][C:5]2[NH:6][C:7](=O)[NH:8][C:4]=2[CH:3]=1.O=P(Cl)(Cl)[Cl:19].[OH-].[Na+]. No catalyst specified. The product is [Cl:19][C:7]1[NH:8][C:4]2[CH:3]=[C:2]([Cl:1])[C:11]([O:12][C:13]([F:16])([F:15])[F:14])=[CH:10][C:5]=2[N:6]=1. The yield is 0.960. (7) The reactants are [CH:1]([C:3]1[CH:4]=[C:5]([CH:10]=[CH:11][C:12]=1OS(C(F)(F)F)(=O)=O)[C:6]([O:8][CH3:9])=[O:7])=[O:2].[F:21][C:22]1[CH:27]=[CH:26][C:25]([O:28][CH3:29])=[CH:24][C:23]=1B(O)O.C([O-])([O-])=O.[Cs+].[Cs+].N#N. The catalyst is COCCOC.[Pd].C1(P(C2C=CC=CC=2)C2C=CC=CC=2)C=CC=CC=1.C1(P(C2C=CC=CC=2)C2C=CC=CC=2)C=CC=CC=1.C1(P(C2C=CC=CC=2)C2C=CC=CC=2)C=CC=CC=1.C1(P(C2C=CC=CC=2)C2C=CC=CC=2)C=CC=CC=1. The product is [F:21][C:22]1[CH:27]=[CH:26][C:25]([O:28][CH3:29])=[CH:24][C:23]=1[C:12]1[CH:11]=[CH:10][C:5]([C:6]([O:8][CH3:9])=[O:7])=[CH:4][C:3]=1[CH:1]=[O:2]. The yield is 0.560. (8) The reactants are Br[C:2]1[CH:11]=[C:10]2[C:5]([C:6]([C:24]3[CH:29]=[CH:28][C:27]([CH3:30])=[C:26]([CH3:31])[CH:25]=3)=[C:7]([CH:14]([O:19][C:20]([CH3:23])([CH3:22])[CH3:21])[C:15]([O:17]C)=[O:16])[N:8]([CH3:13])[C:9]2=[O:12])=[CH:4][CH:3]=1.[Br-].[CH3:33][O:34][C:35]1[CH:42]=[CH:41][C:38]([CH2:39][Zn+])=[CH:37][CH:36]=1.[OH-].[Li+]. The catalyst is CN(C)C=O.C(OCC)(=O)C.O1CCCC1.CO.C1C=CC([P]([Pd]([P](C2C=CC=CC=2)(C2C=CC=CC=2)C2C=CC=CC=2)([P](C2C=CC=CC=2)(C2C=CC=CC=2)C2C=CC=CC=2)[P](C2C=CC=CC=2)(C2C=CC=CC=2)C2C=CC=CC=2)(C2C=CC=CC=2)C2C=CC=CC=2)=CC=1. The product is [CH3:23][C:20]([O:19][CH:14]([C:7]1[N:8]([CH3:13])[C:9](=[O:12])[C:10]2[C:5]([C:6]=1[C:24]1[CH:29]=[CH:28][C:27]([CH3:30])=[C:26]([CH3:31])[CH:25]=1)=[CH:4][CH:3]=[C:2]([CH2:39][C:38]1[CH:41]=[CH:42][C:35]([O:34][CH3:33])=[CH:36][CH:37]=1)[CH:11]=2)[C:15]([OH:17])=[O:16])([CH3:21])[CH3:22]. The yield is 0.310. (9) The reactants are Cl[C:2]1[CH:7]=[C:6]([NH:8][C:9]2[CH:18]=[CH:17][C:16]([F:19])=[CH:15][C:10]=2[C:11]([NH:13][CH3:14])=[O:12])[C:5]([Cl:20])=[CH:4][N:3]=1.[CH2:21]([N:23]1[C:27]([NH2:28])=[CH:26][C:25]([CH3:29])=[N:24]1)[CH3:22].C(=O)([O-])[O-].[Cs+].[Cs+].CC1(C)C2C(=C(P(C3C=CC=CC=3)C3C=CC=CC=3)C=CC=2)OC2C(P(C3C=CC=CC=3)C3C=CC=CC=3)=CC=CC1=2. The catalyst is O1CCOCC1.CC([O-])=O.CC([O-])=O.[Pd+2]. The product is [Cl:20][C:5]1[C:6]([NH:8][C:9]2[CH:18]=[CH:17][C:16]([F:19])=[CH:15][C:10]=2[C:11]([NH:13][CH3:14])=[O:12])=[CH:7][C:2]([NH:28][C:27]2[N:23]([CH2:21][CH3:22])[N:24]=[C:25]([CH3:29])[CH:26]=2)=[N:3][CH:4]=1. The yield is 0.250.